From a dataset of Reaction yield outcomes from USPTO patents with 853,638 reactions. Predict the reaction yield, written as a fraction of the theoretical maximum amount of product (1.0 means a 100% yield; for example, 0.34 means a 34% yield). (1) The reactants are C(OC(=O)[NH:7][CH2:8][C:9]1[N:13]([CH:14]2[CH2:16][CH2:15]2)[C:12]([S:17][CH2:18][C:19]2[N:20]=[C:21]([NH:24][C:25]([NH:27][C:28]3[CH:33]=[CH:32][C:31]([CH3:34])=[CH:30][C:29]=3[C:35]([CH:37]3[CH2:41][CH2:40][CH2:39][CH2:38]3)=[O:36])=[O:26])[S:22][CH:23]=2)=[N:11][N:10]=1)(C)(C)C.Cl. No catalyst specified. The product is [NH2:7][CH2:8][C:9]1[N:13]([CH:14]2[CH2:16][CH2:15]2)[C:12]([S:17][CH2:18][C:19]2[N:20]=[C:21]([NH:24][C:25]([NH:27][C:28]3[CH:33]=[CH:32][C:31]([CH3:34])=[CH:30][C:29]=3[C:35]([CH:37]3[CH2:38][CH2:39][CH2:40][CH2:41]3)=[O:36])=[O:26])[S:22][CH:23]=2)=[N:11][N:10]=1. The yield is 0.990. (2) The reactants are B(Br)(Br)Br.[Cl:5][C:6]1[CH:11]=[C:10]([CH2:12][C:13]([OH:15])=[O:14])[CH:9]=[CH:8][C:7]=1[C:16]1[C:21]([F:22])=[CH:20][C:19]([O:23]C)=[CH:18][C:17]=1[F:25].[CH3:26]O. The catalyst is ClCCl. The product is [Cl:5][C:6]1[CH:11]=[C:10]([CH2:12][C:13]([O:15][CH3:26])=[O:14])[CH:9]=[CH:8][C:7]=1[C:16]1[C:21]([F:22])=[CH:20][C:19]([OH:23])=[CH:18][C:17]=1[F:25]. The yield is 1.00. (3) The reactants are [NH2:1][C:2]1[CH:12]=[CH:11][C:5]([C:6]([N:8]([CH3:10])[CH3:9])=[O:7])=[CH:4][CH:3]=1.[Br:13][C:14]1[CH:19]=[CH:18][C:17]([N:20]=[C:21]=[O:22])=[CH:16][CH:15]=1. The catalyst is C(Cl)Cl. The product is [Br:13][C:14]1[CH:19]=[CH:18][C:17]([NH:20][C:21](=[O:22])[NH:1][C:2]2[CH:12]=[CH:11][C:5]([C:6]([N:8]([CH3:10])[CH3:9])=[O:7])=[CH:4][CH:3]=2)=[CH:16][CH:15]=1. The yield is 0.880. (4) The reactants are [F:1][C:2]1[CH:3]=[C:4]([CH:34]=[C:35]([F:37])[CH:36]=1)[CH2:5][C:6]1[CH:7]=[C:8]2[C:12](=[CH:13][CH:14]=1)[NH:11][N:10]=[C:9]2[NH:15][C:16](=[O:33])[C:17]1[CH:22]=[CH:21][C:20]([N:23]2[CH2:28][CH2:27][N:26]([CH3:29])[CH2:25][CH2:24]2)=[CH:19][C:18]=1[N+:30]([O-])=O.C1CCCCC=1. The catalyst is [Pd].O1CCOCC1. The product is [NH2:30][C:18]1[CH:19]=[C:20]([N:23]2[CH2:24][CH2:25][N:26]([CH3:29])[CH2:27][CH2:28]2)[CH:21]=[CH:22][C:17]=1[C:16]([NH:15][C:9]1[C:8]2[C:12](=[CH:13][CH:14]=[C:6]([CH2:5][C:4]3[CH:34]=[C:35]([F:37])[CH:36]=[C:2]([F:1])[CH:3]=3)[CH:7]=2)[NH:11][N:10]=1)=[O:33]. The yield is 0.830. (5) The reactants are [H-].[Na+].[CH3:3][O:4][C:5]1[CH:6]=[CH:7][C:8]2[NH:12][C:11](=[O:13])[N:10]([CH2:14][C@H:15]3[CH2:20][CH2:19][C@H:18]([C:21]([N:23]4[CH2:28][CH2:27][O:26][CH2:25][CH2:24]4)=[O:22])[CH2:17][CH2:16]3)[C:9]=2[CH:29]=1.[CH3:30]I. The catalyst is CN(C=O)C. The product is [CH3:3][O:4][C:5]1[CH:6]=[CH:7][C:8]2[N:12]([CH3:30])[C:11](=[O:13])[N:10]([CH2:14][C@H:15]3[CH2:20][CH2:19][C@H:18]([C:21]([N:23]4[CH2:24][CH2:25][O:26][CH2:27][CH2:28]4)=[O:22])[CH2:17][CH2:16]3)[C:9]=2[CH:29]=1. The yield is 0.780. (6) The reactants are [Cl:1][CH2:2][C:3]1[CH:4]=[C:5]([CH:9]=[CH:10][CH:11]=1)[C:6](Cl)=[O:7].C[CH2:13][N:14](CC)[CH2:15]C.CNC.O. The catalyst is C1COCC1. The product is [Cl:1][CH2:2][C:3]1[CH:4]=[C:5]([CH:9]=[CH:10][CH:11]=1)[C:6]([N:14]([CH3:15])[CH3:13])=[O:7]. The yield is 0.980. (7) The reactants are [C:1]([O:9][CH2:10][C@@:11]1([CH3:19])[CH2:17][CH2:16][CH2:15][CH:14]([OH:18])[CH2:13][O:12]1)(=[O:8])[C:2]1[CH:7]=[CH:6][CH:5]=[CH:4][CH:3]=1.C1C=C[NH+]=CC=1.[O-][Cr](Cl)(=O)=O. The catalyst is C(Cl)Cl.CCCCCC. The product is [C:1]([O:9][CH2:10][C@@:11]1([CH3:19])[CH2:17][CH2:16][CH2:15][C:14](=[O:18])[CH2:13][O:12]1)(=[O:8])[C:2]1[CH:3]=[CH:4][CH:5]=[CH:6][CH:7]=1. The yield is 0.720.